Dataset: Retrosynthesis with 50K atom-mapped reactions and 10 reaction types from USPTO. Task: Predict the reactants needed to synthesize the given product. (1) Given the product CC(=O)N1CCC(NC(=O)c2ccc(F)cc2)CC1, predict the reactants needed to synthesize it. The reactants are: CC(=O)N1CCC(N)CC1.O=C(Cl)c1ccc(F)cc1. (2) Given the product COc1cc(C(C)C)c(NC(=O)CN2CCN(CCO)CC2)c(C(C)C)c1, predict the reactants needed to synthesize it. The reactants are: CC(C)c1cc(O)cc(C(C)C)c1NC(=O)CN1CCN(CCO)CC1.C[Si](C)(C)C=[N+]=[N-].